Dataset: Full USPTO retrosynthesis dataset with 1.9M reactions from patents (1976-2016). Task: Predict the reactants needed to synthesize the given product. (1) Given the product [C:27]([O:30][C:31]([N:8]([C:5]1[C:4]([C:9]#[C:10][Si:11]([CH3:13])([CH3:12])[CH3:14])=[N:3][C:2]([Br:1])=[CH:7][N:6]=1)[C:45](=[O:44])[O:46][C:16]([CH3:15])([CH3:21])[CH3:17])=[O:32])([CH3:29])([CH3:28])[CH3:26], predict the reactants needed to synthesize it. The reactants are: [Br:1][C:2]1[N:3]=[C:4]([C:9]#[C:10][Si:11]([CH3:14])([CH3:13])[CH3:12])[C:5]([NH2:8])=[N:6][CH:7]=1.[CH3:15][C:16]1[CH:17]=CC(S(O)(=O)=O)=C[CH:21]=1.[CH3:26][C:27]([O:30][C:31](O[C:31]([O:30][C:27]([CH3:29])([CH3:28])[CH3:26])=[O:32])=[O:32])([CH3:29])[CH3:28].C.CC[O:44][C:45](C)=[O:46]. (2) Given the product [CH:32]1([N:25]([CH:26]2[CH2:31][CH2:30][CH2:29][CH2:28][CH2:27]2)[C:23](=[O:24])[NH:22][C:20]2[S:21][C:17]([CH2:16][N:13]3[CH2:14][CH2:15][CH:11]([C:9]([OH:10])=[O:8])[CH2:12]3)=[CH:18][N:19]=2)[CH2:33][CH2:34][CH2:35][CH2:36][CH2:37]1, predict the reactants needed to synthesize it. The reactants are: C([O:8][C:9]([CH:11]1[CH2:15][CH2:14][N:13]([CH2:16][C:17]2[S:21][C:20]([NH:22][C:23]([N:25]([CH:32]3[CH2:37][CH2:36][CH2:35][CH2:34][CH2:33]3)[CH:26]3[CH2:31][CH2:30][CH2:29][CH2:28][CH2:27]3)=[O:24])=[N:19][CH:18]=2)[CH2:12]1)=[O:10])C1C=CC=CC=1. (3) Given the product [CH:4]12[O:3][CH:2]([CH2:30][CH2:31]1)[CH2:1][N:8]([C:9]1[C:14]([CH2:15][O:16][C:17]3[CH:18]=[CH:19][CH:20]=[C:21]([OH:22])[C:26]=3[CH:25]=[O:24])=[CH:13][CH:12]=[CH:11][N:10]=1)[CH2:5]2, predict the reactants needed to synthesize it. The reactants are: [CH:1]12[N:8]([C:9]3[C:14]([CH2:15][O:16][C:17]4[C:26]5[C:25](=O)[O:24]C(C)(C)[O:22][C:21]=5[CH:20]=[CH:19][CH:18]=4)=[CH:13][CH:12]=[CH:11][N:10]=3)[CH:5](CC1)[CH2:4][O:3][CH2:2]2.[CH3:30][CH:31](C[AlH]CC(C)C)C.CO.C(C(C(C([O-])=O)O)O)([O-])=O.[Na+].[K+].